Task: Predict the product of the given reaction.. Dataset: Forward reaction prediction with 1.9M reactions from USPTO patents (1976-2016) (1) Given the reactants [C:1]([O:7][C:8]1[C:9]([CH3:18])=[C:10]2[N:15]([CH:16]=1)[N:14]=[CH:13][N:12]=[C:11]2Cl)(=[O:6])[C:2]([CH3:5])([CH3:4])[CH3:3].[F:19][C:20]1[CH:25]=[C:24]([N+:26]([O-:28])=[O:27])[CH:23]=[CH:22][C:21]=1[OH:29].C1N2CCN(CC2)C1, predict the reaction product. The product is: [C:1]([O:7][C:8]1[C:9]([CH3:18])=[C:10]2[N:15]([CH:16]=1)[N:14]=[CH:13][N:12]=[C:11]2[O:29][C:21]1[CH:22]=[CH:23][C:24]([N+:26]([O-:28])=[O:27])=[CH:25][C:20]=1[F:19])(=[O:6])[C:2]([CH3:5])([CH3:4])[CH3:3]. (2) Given the reactants [C:1]([C:3]1[CH:9]=[CH:8][C:6]([NH2:7])=[CH:5][CH:4]=1)#[CH:2].[C:10](N1C=CN=C1)(N1C=CN=C1)=[O:11], predict the reaction product. The product is: [C:1]([C:3]1[CH:9]=[CH:8][C:6]([N:7]=[C:10]=[O:11])=[CH:5][CH:4]=1)#[CH:2]. (3) Given the reactants [F:1][C:2]1[CH:40]=[CH:39][C:5]([C:6]([N:8]2[CH2:13][CH2:12][C:11]([CH2:15][N:16]3[C:21](=[O:22])[C:20]4[CH:23]=[CH:24][N:25]([CH:26]5[CH2:31][CH2:30][N:29](C(OC(C)(C)C)=O)[CH2:28][CH2:27]5)[C:19]=4[N:18]=[CH:17]3)([OH:14])[CH2:10][CH2:9]2)=[O:7])=[CH:4][CH:3]=1.[F:41][C:42]([F:47])([F:46])[C:43]([OH:45])=[O:44], predict the reaction product. The product is: [F:41][C:42]([F:47])([F:46])[C:43]([OH:45])=[O:44].[F:1][C:2]1[CH:40]=[CH:39][C:5]([C:6]([N:8]2[CH2:9][CH2:10][C:11]([CH2:15][N:16]3[C:21](=[O:22])[C:20]4[CH:23]=[CH:24][N:25]([CH:26]5[CH2:31][CH2:30][NH:29][CH2:28][CH2:27]5)[C:19]=4[N:18]=[CH:17]3)([OH:14])[CH2:12][CH2:13]2)=[O:7])=[CH:4][CH:3]=1. (4) Given the reactants [CH2:1]([N:3]([CH2:36][CH3:37])[CH2:4][CH2:5][CH2:6][NH:7][C:8]1[N:9]=[C:10]([C:27]2[CH:35]=[CH:34][C:30]([C:31](O)=[O:32])=[CH:29][CH:28]=2)[C:11]2[CH:17]=[CH:16][C:15](=[O:18])[N:14]([C:19]3[C:24]([F:25])=[CH:23][CH:22]=[CH:21][C:20]=3[F:26])[C:12]=2[N:13]=1)[CH3:2].CN(C(ON1N=NC2C=CC=CC1=2)=[N+](C)C)C.F[P-](F)(F)(F)(F)F.C(N(CC)CC)C.[F:69][C:70]1[CH:76]=[CH:75][C:73]([NH2:74])=[CH:72][CH:71]=1, predict the reaction product. The product is: [CH2:36]([N:3]([CH2:1][CH3:2])[CH2:4][CH2:5][CH2:6][NH:7][C:8]1[N:9]=[C:10]([C:27]2[CH:35]=[CH:34][C:30]([C:31]([NH:74][C:73]3[CH:75]=[CH:76][C:70]([F:69])=[CH:71][CH:72]=3)=[O:32])=[CH:29][CH:28]=2)[C:11]2[CH:17]=[CH:16][C:15](=[O:18])[N:14]([C:19]3[C:20]([F:26])=[CH:21][CH:22]=[CH:23][C:24]=3[F:25])[C:12]=2[N:13]=1)[CH3:37]. (5) Given the reactants Cl[C:2]1[C:11]2[C:6](=[CH:7][CH:8]=[CH:9][CH:10]=2)[N:5]=[C:4]([CH3:12])[N:3]=1.[N:13]1[CH:18]=[CH:17][C:16]([NH:19][CH3:20])=[CH:15][CH:14]=1, predict the reaction product. The product is: [CH3:12][C:4]1[N:3]=[C:2]([N:19]([C:16]2[CH:17]=[CH:18][N:13]=[CH:14][CH:15]=2)[CH3:20])[C:11]2[C:6](=[CH:7][CH:8]=[CH:9][CH:10]=2)[N:5]=1. (6) Given the reactants Br[C:2]1[C:7]([F:8])=[CH:6][C:5]([N:9]2[C:18]3[C:13](=[CH:14][C:15]([S:19]([O:22][C:23]4[C:28]([F:29])=[C:27]([F:30])[C:26]([F:31])=[C:25]([F:32])[C:24]=4[F:33])(=[O:21])=[O:20])=[CH:16][CH:17]=3)[CH:12]=[CH:11][C:10]2=[O:34])=[C:4]([O:35][CH3:36])[CH:3]=1.[Cl:37][C:38]1[CH:39]=[C:40](B(O)O)[CH:41]=[C:42]([F:44])[CH:43]=1.C(=O)([O-])[O-].[K+].[K+], predict the reaction product. The product is: [Cl:37][C:38]1[CH:39]=[C:40]([C:2]2[CH:3]=[C:4]([O:35][CH3:36])[C:5]([N:9]3[C:18]4[C:13](=[CH:14][C:15]([S:19]([O:22][C:23]5[C:24]([F:33])=[C:25]([F:32])[C:26]([F:31])=[C:27]([F:30])[C:28]=5[F:29])(=[O:21])=[O:20])=[CH:16][CH:17]=4)[CH:12]=[CH:11][C:10]3=[O:34])=[CH:6][C:7]=2[F:8])[CH:41]=[C:42]([F:44])[CH:43]=1. (7) Given the reactants Cl[C:2]1[N:11]=[C:10]([N:12]([C:14]2[CH:19]=[CH:18][C:17]([O:20][CH3:21])=[CH:16][CH:15]=2)C)[C:9]2[C:4](=[CH:5][CH:6]=[CH:7][CH:8]=2)[N:3]=1.[NH3:22].[CH3:23]O, predict the reaction product. The product is: [CH3:21][O:20][C:17]1[CH:16]=[CH:15][C:14]([NH:12][C:10]2[C:9]3[C:4](=[CH:5][CH:6]=[CH:7][C:8]=3[CH3:23])[N:3]=[C:2]([NH2:22])[N:11]=2)=[CH:19][CH:18]=1. (8) Given the reactants [CH3:1][N:2]([CH2:4][C:5]1[CH:22]=[CH:21][C:8]([O:9][CH:10]2[CH2:13][N:12](C(OC(C)(C)C)=O)[CH2:11]2)=[CH:7][C:6]=1[F:23])[CH3:3], predict the reaction product. The product is: [NH:12]1[CH2:13][CH:10]([O:9][C:8]2[CH:21]=[CH:22][C:5]([CH2:4][N:2]([CH3:1])[CH3:3])=[C:6]([F:23])[CH:7]=2)[CH2:11]1.